Dataset: Full USPTO retrosynthesis dataset with 1.9M reactions from patents (1976-2016). Task: Predict the reactants needed to synthesize the given product. Given the product [N:1]([CH2:4][C:5]1[CH:20]=[CH:19][C:8]([C:9]([NH:34][C@H:33]([C:35]([O:37][CH3:38])=[O:36])[CH2:32][NH:31][C:23](=[O:30])[C:24]2[CH:29]=[CH:28][CH:27]=[CH:26][CH:25]=2)=[O:11])=[C:7]([Cl:21])[CH:6]=1)=[N+:2]=[N-:3], predict the reactants needed to synthesize it. The reactants are: [N:1]([CH2:4][C:5]1[CH:20]=[CH:19][C:8]([C:9]([O:11]N2C(=O)CCC2=O)=O)=[C:7]([Cl:21])[CH:6]=1)=[N+:2]=[N-:3].Cl.[C:23]([NH:31][CH2:32][C@@H:33]([C:35]([O:37][CH3:38])=[O:36])[NH2:34])(=[O:30])[C:24]1[CH:29]=[CH:28][CH:27]=[CH:26][CH:25]=1.C(N(CC)CC)C.